From a dataset of Reaction yield outcomes from USPTO patents with 853,638 reactions. Predict the reaction yield, written as a fraction of the theoretical maximum amount of product (1.0 means a 100% yield; for example, 0.34 means a 34% yield). (1) The yield is 0.600. The catalyst is O.C(OCC)(=O)C. The product is [CH3:13][O:14][C:15]1[CH:16]=[CH:17][C:18]([N:21]2[C:26](=[O:27])[C:25]([CH2:28][C:29]3[CH:34]=[CH:33][C:32]([C:35]4[CH:40]=[CH:39][CH:38]=[CH:37][C:36]=4[C:41]4[NH:3][C:4](=[O:7])[O:5][N:42]=4)=[CH:31][CH:30]=3)=[C:24]([CH2:43][CH2:44][CH3:45])[N:23]=[C:22]2[CH3:46])=[CH:19][CH:20]=1. The reactants are [Cl-].O[NH3+:3].[C:4](=[O:7])([O-])[OH:5].[Na+].CS(C)=O.[CH3:13][O:14][C:15]1[CH:20]=[CH:19][C:18]([N:21]2[C:26](=[O:27])[C:25]([CH2:28][C:29]3[CH:34]=[CH:33][C:32]([C:35]4[C:36]([C:41]#[N:42])=[CH:37][CH:38]=[CH:39][CH:40]=4)=[CH:31][CH:30]=3)=[C:24]([CH2:43][CH2:44][CH3:45])[N:23]=[C:22]2[CH3:46])=[CH:17][CH:16]=1. (2) The reactants are [F:1][C:2]([F:36])([F:35])[C:3]1[CH:4]=[CH:5][C:6]([O:9][C:10]2[CH:11]=[C:12]3[C:17](=[CH:18][CH:19]=2)[N:16]=[C:15]([C:20]([N:22]2[CH2:27][CH2:26][N:25](C(OC(C)(C)C)=O)[CH2:24][CH2:23]2)=[O:21])[CH:14]=[CH:13]3)=[N:7][CH:8]=1.FC(F)(F)C(O)=O. The catalyst is ClCCl. The product is [N:22]1([C:20]([C:15]2[CH:14]=[CH:13][C:12]3[C:17](=[CH:18][CH:19]=[C:10]([O:9][C:6]4[CH:5]=[CH:4][C:3]([C:2]([F:35])([F:1])[F:36])=[CH:8][N:7]=4)[CH:11]=3)[N:16]=2)=[O:21])[CH2:27][CH2:26][NH:25][CH2:24][CH2:23]1. The yield is 0.990.